From a dataset of Full USPTO retrosynthesis dataset with 1.9M reactions from patents (1976-2016). Predict the reactants needed to synthesize the given product. Given the product [Br:18][C:19]1[CH:20]=[C:21]([CH2:26][NH:1][C:2]2[C:3]([F:17])=[C:4]([CH:13]=[CH:14][C:15]=2[F:16])[O:5][CH2:6][C:7]([O:9][CH:10]([CH3:12])[CH3:11])=[O:8])[CH:22]=[C:23]([CH3:25])[CH:24]=1, predict the reactants needed to synthesize it. The reactants are: [NH2:1][C:2]1[C:3]([F:17])=[C:4]([CH:13]=[CH:14][C:15]=1[F:16])[O:5][CH2:6][C:7]([O:9][CH:10]([CH3:12])[CH3:11])=[O:8].[Br:18][C:19]1[CH:24]=[C:23]([CH3:25])[CH:22]=[C:21]([CH2:26]Br)[CH:20]=1.C([O-])([O-])=O.[K+].[K+].